The task is: Predict the reactants needed to synthesize the given product.. This data is from Full USPTO retrosynthesis dataset with 1.9M reactions from patents (1976-2016). (1) Given the product [Cl:1][C:2]1[CH:3]=[CH:4][C:5]([CH2:6][N:7]2[C:12](=[N:13][C:14]3[CH:19]=[CH:18][C:17]([O:20][CH:21]([CH3:23])[CH3:22])=[C:16]([Cl:24])[CH:15]=3)[NH:11][C:10](=[O:25])[N:9]([CH2:26][C@@H:27]([OH:28])[CH2:31][OH:30])[C:8]2=[O:34])=[CH:35][CH:36]=1, predict the reactants needed to synthesize it. The reactants are: [Cl:1][C:2]1[CH:36]=[CH:35][C:5]([CH2:6][N:7]2[C:12](=[N:13][C:14]3[CH:19]=[CH:18][C:17]([O:20][CH:21]([CH3:23])[CH3:22])=[C:16]([Cl:24])[CH:15]=3)[NH:11][C:10](=[O:25])[N:9]([CH2:26][C@@H:27]3[CH2:31][O:30]C(C)(C)[O:28]3)[C:8]2=[O:34])=[CH:4][CH:3]=1.O.C1(C)C=CC(S(O)(=O)=O)=CC=1. (2) Given the product [Cl:1][C:2]1[C:7]([N+:8]([O-:10])=[O:9])=[C:6]([Cl:13])[CH:5]=[C:4]([Cl:12])[N:3]=1, predict the reactants needed to synthesize it. The reactants are: [Cl:1][C:2]1[C:7]([N+:8]([O-:10])=[O:9])=[C:6](N)[CH:5]=[C:4]([Cl:12])[N:3]=1.[ClH:13].N([O-])=O.[Na+].[OH-].[Na+].